Dataset: Forward reaction prediction with 1.9M reactions from USPTO patents (1976-2016). Task: Predict the product of the given reaction. (1) Given the reactants [Br:1][C:2]1[CH:7]=[C:6]([CH3:8])[CH:5]=[CH:4][C:3]=1[N+:9]([O-])=O.[CH:12]([Mg]Br)=[CH2:13], predict the reaction product. The product is: [Br:1][C:2]1[CH:7]=[C:6]([CH3:8])[CH:5]=[C:4]2[C:3]=1[NH:9][CH:13]=[CH:12]2. (2) Given the reactants [N+:1]([C:4]1[CH:5]=[C:6]2[C:11](=[CH:12][CH:13]=1)[NH:10][C:9](=[O:14])[CH2:8][CH2:7]2)([O-:3])=[O:2].Cl.[CH3:16][N:17]([CH2:19][CH2:20]Cl)[CH3:18].C(=O)([O-])[O-].[K+].[K+], predict the reaction product. The product is: [CH3:16][N:17]([CH3:18])[CH2:19][CH2:20][N:10]1[C:11]2[C:6](=[CH:5][C:4]([N+:1]([O-:3])=[O:2])=[CH:13][CH:12]=2)[CH2:7][CH2:8][C:9]1=[O:14]. (3) Given the reactants Br.[Br:2][C:3]1[CH:4]=[C:5]([CH2:10]Br)[C:6]([NH2:9])=[N:7][CH:8]=1.Cl.[CH2:13]([O:15][C:16](=[O:20])[CH2:17][CH2:18][NH2:19])[CH3:14].C(N(CC)C(C)C)(C)C, predict the reaction product. The product is: [CH2:13]([O:15][C:16](=[O:20])[CH2:17][CH2:18][NH:19][CH2:10][C:5]1[C:6]([NH2:9])=[N:7][CH:8]=[C:3]([Br:2])[CH:4]=1)[CH3:14]. (4) Given the reactants Cl[C:2]1[CH:7]=[C:6]([Cl:8])[N:5]=[C:4]([N:9]2[CH2:14][CH2:13][O:12][CH2:11][CH2:10]2)[N:3]=1.CCN(C(C)C)C(C)C.[NH2:24][CH2:25][CH2:26][C:27]1[CH:28]=[N:29][CH:30]=[CH:31][CH:32]=1, predict the reaction product. The product is: [Cl:8][C:6]1[N:5]=[C:4]([N:9]2[CH2:14][CH2:13][O:12][CH2:11][CH2:10]2)[N:3]=[C:2]([NH:24][CH2:25][CH2:26][C:27]2[CH:28]=[N:29][CH:30]=[CH:31][CH:32]=2)[CH:7]=1. (5) Given the reactants [NH:1]1[CH:5]=[C:4]([C:6]([OH:8])=O)[N:3]=[N:2]1.CCN(C(C)C)C(C)C.CN(C(ON1N=NC2C=CC=NC1=2)=[N+](C)C)C.F[P-](F)(F)(F)(F)F.[CH2:42]([O:49][C:50](=[O:71])[C@@:51]([CH2:69][OH:70])([CH3:68])[CH2:52][C@H:53]([NH2:67])[CH2:54][C:55]1[CH:60]=[CH:59][C:58]([C:61]2[CH:66]=[CH:65][CH:64]=[CH:63][CH:62]=2)=[CH:57][CH:56]=1)[C:43]1[CH:48]=[CH:47][CH:46]=[CH:45][CH:44]=1, predict the reaction product. The product is: [CH2:42]([O:49][C:50](=[O:71])[C@@:51]([CH2:69][OH:70])([CH3:68])[CH2:52][C@H:53]([NH:67][C:6]([C:4]1[NH:3][N:2]=[N:1][CH:5]=1)=[O:8])[CH2:54][C:55]1[CH:56]=[CH:57][C:58]([C:61]2[CH:66]=[CH:65][CH:64]=[CH:63][CH:62]=2)=[CH:59][CH:60]=1)[C:43]1[CH:44]=[CH:45][CH:46]=[CH:47][CH:48]=1. (6) Given the reactants Cl.C(O[C:5]([C:7]1[CH:8]=[C:9]2[C:13](=[CH:14][CH:15]=1)[NH:12][N:11]=[C:10]2[C:16]1[CH:21]=[CH:20][C:19]([F:22])=[CH:18][CH:17]=1)=[NH:6])C.[C:23]([NH:31][NH2:32])(=O)[C:24]1[CH:29]=[CH:28][CH:27]=[CH:26][CH:25]=1, predict the reaction product. The product is: [F:22][C:19]1[CH:18]=[CH:17][C:16]([C:10]2[C:9]3[C:13](=[CH:14][CH:15]=[C:7]([C:5]4[NH:6][C:23]([C:24]5[CH:29]=[CH:28][CH:27]=[CH:26][CH:25]=5)=[N:31][N:32]=4)[CH:8]=3)[NH:12][N:11]=2)=[CH:21][CH:20]=1. (7) Given the reactants [Si]([O:8][C@H:9]1[CH2:13][N:12](C(OC(C)(C)C)=O)[C@@H:11]([CH2:21][O:22][C:23]2[CH:32]=[C:31]([O:33][CH3:34])[CH:30]=[C:29]3[C:24]=2[C:25]([NH:35][C:36]2[CH:41]=[CH:40][C:39]([F:42])=[C:38]([Cl:43])[CH:37]=2)=[N:26][CH:27]=[N:28]3)[CH2:10]1)(C(C)(C)C)(C)C.C(#N)C, predict the reaction product. The product is: [Cl:43][C:38]1[CH:37]=[C:36]([CH:41]=[CH:40][C:39]=1[F:42])[NH:35][C:25]1[C:24]2[C:29](=[CH:30][C:31]([O:33][CH3:34])=[CH:32][C:23]=2[O:22][CH2:21][C@@H:11]2[NH:12][CH2:13][C@H:9]([OH:8])[CH2:10]2)[N:28]=[CH:27][N:26]=1. (8) Given the reactants [N:1]1([C:7]([O:9][C:10]([CH3:13])([CH3:12])[CH3:11])=[O:8])[CH2:6][CH2:5][NH:4][CH2:3][CH2:2]1.Br[C:15]1[CH:16]=[C:17]([CH:25]=[CH:26][CH:27]=1)[O:18][CH:19]1[CH2:24][CH2:23][CH2:22][CH2:21][O:20]1.CC(C)([O-])C.[Na+].C(OCC)(=O)C, predict the reaction product. The product is: [O:20]1[CH2:21][CH2:22][CH2:23][CH2:24][CH:19]1[O:18][C:17]1[CH:16]=[C:15]([N:4]2[CH2:5][CH2:6][N:1]([C:7]([O:9][C:10]([CH3:13])([CH3:12])[CH3:11])=[O:8])[CH2:2][CH2:3]2)[CH:27]=[CH:26][CH:25]=1.